Dataset: Forward reaction prediction with 1.9M reactions from USPTO patents (1976-2016). Task: Predict the product of the given reaction. Given the reactants [C:1](OC(C)(C)C)(=[O:3])[CH3:2].[Cl:9][C:10]1[CH:11]=[C:12]([C:16]([C:18]2[CH:19]=[N:20][CH:21]=[CH:22][C:23]=2[NH:24][CH3:25])=O)[CH:13]=[CH:14][CH:15]=1, predict the reaction product. The product is: [Cl:9][C:10]1[CH:11]=[C:12]([C:16]2[C:18]3[C:23](=[CH:22][CH:21]=[N:20][CH:19]=3)[N:24]([CH3:25])[C:1](=[O:3])[CH:2]=2)[CH:13]=[CH:14][CH:15]=1.